Task: Predict the product of the given reaction.. Dataset: Forward reaction prediction with 1.9M reactions from USPTO patents (1976-2016) (1) Given the reactants [CH3:1][N:2]([CH2:4][CH2:5][CH2:6][O:7][CH2:8][CH2:9][CH2:10][CH2:11][CH2:12][CH2:13][CH2:14][CH2:15][CH2:16][CH2:17][CH2:18][CH2:19][CH2:20][CH2:21][CH2:22][CH2:23][CH2:24][CH3:25])[CH3:3].[CH3:26][Cl:27], predict the reaction product. The product is: [Cl-:27].[CH3:1][N+:2]([CH2:4][CH2:5][CH2:6][O:7][CH2:8][CH2:9][CH2:10][CH2:11][CH2:12][CH2:13][CH2:14][CH2:15][CH2:16][CH2:17][CH2:18][CH2:19][CH2:20][CH2:21][CH2:22][CH2:23][CH2:24][CH3:25])([CH3:26])[CH3:3]. (2) Given the reactants C(OC(=O)[C@@H](OC)CC1C=CC(OCC(O)=O)=CC=1)C.C1(N)CCCC1.[CH2:27]([O:29][C@@H:30]([CH2:34][C:35]1[CH:40]=[CH:39][C:38]([O:41][C@@H:42]([C:44](=[O:61])[NH:45][CH2:46][CH2:47][C:48]2[CH:53]=[CH:52]C(OC3C=CC=CC=3)=CC=2)C)=[CH:37][CH:36]=1)[C:31]([OH:33])=[O:32])C, predict the reaction product. The product is: [CH:46]1([NH:45][C:44]([CH2:42][O:41][C:38]2[CH:37]=[CH:36][C:35]([CH2:34][C@H:30]([O:29][CH3:27])[C:31]([OH:33])=[O:32])=[CH:40][CH:39]=2)=[O:61])[CH2:47][CH2:48][CH2:53][CH2:52]1. (3) Given the reactants Br[CH2:2][C:3]([C:5]1[CH:6]=[C:7]([C:23]([NH:25][CH2:26][C:27]2[CH:32]=[CH:31][C:30]([S:33]([CH3:36])(=[O:35])=[O:34])=[CH:29][CH:28]=2)=[O:24])[C:8](=[O:22])[N:9]([C:12]2[CH:17]=[CH:16][CH:15]=[C:14]([C:18]([F:21])([F:20])[F:19])[CH:13]=2)[C:10]=1[CH3:11])=O.[CH:37]([NH2:39])=[O:38].C1(C)C(C)=CC=CC=1.OS(O)(=O)=O, predict the reaction product. The product is: [CH3:11][C:10]1[N:9]([C:12]2[CH:17]=[CH:16][CH:15]=[C:14]([C:18]([F:20])([F:21])[F:19])[CH:13]=2)[C:8](=[O:22])[C:7]([C:23]([NH:25][CH2:26][C:27]2[CH:28]=[CH:29][C:30]([S:33]([CH3:36])(=[O:35])=[O:34])=[CH:31][CH:32]=2)=[O:24])=[CH:6][C:5]=1[C:3]1[N:39]=[CH:37][O:38][CH:2]=1. (4) Given the reactants C([O:4][CH2:5][CH:6]=[C:7]([CH3:15])[CH2:8][CH2:9][CH:10]=[C:11]([CH3:14])[CH2:12][OH:13])(=O)C.[CH2:16]1[CH2:21][O:20][CH:19]=[CH:18][CH2:17]1.CC1C=CC(S([O-])(=O)=O)=CC=1.C1C=C[NH+]=CC=1.C([O-])([O-])=O.[K+].[K+], predict the reaction product. The product is: [CH3:15]/[C:7](/[CH2:8][CH2:9]/[CH:10]=[C:11](/[CH3:14])\[CH2:12][O:13][CH:19]1[CH2:18][CH2:17][CH2:16][CH2:21][O:20]1)=[CH:6]\[CH2:5][OH:4]. (5) Given the reactants C(S[C:4]1[CH:5]=[CH:6][C:7]([NH2:10])=[N:8][CH:9]=1)C.F[C:12](F)(F)[C:13](O)=O.ClC1C=CC=C(C(OO)=O)C=1.[S:29]([O-:32])([O-])=[O:30].[Na+].[Na+], predict the reaction product. The product is: [CH2:12]([S:29]([C:4]1[CH:5]=[CH:6][C:7]([NH2:10])=[N:8][CH:9]=1)(=[O:32])=[O:30])[CH3:13]. (6) Given the reactants [C:1]([O:5][C:6]([NH:8][CH2:9][C:10]1[CH:18]=[CH:17][C:13]([C:14]([OH:16])=O)=[C:12]([F:19])[CH:11]=1)=[O:7])([CH3:4])([CH3:3])[CH3:2].[CH2:20]([NH2:22])[CH3:21].C1COCC1.ON1C2C=CC=CC=2N=N1.Cl.CN(C)CCCN=C=NCC, predict the reaction product. The product is: [CH2:20]([NH:22][C:14]([C:13]1[CH:17]=[CH:18][C:10]([CH2:9][NH:8][C:6](=[O:7])[O:5][C:1]([CH3:2])([CH3:3])[CH3:4])=[CH:11][C:12]=1[F:19])=[O:16])[CH3:21]. (7) Given the reactants [NH2:1][N:2]1[C:7](=[O:8])[C:6]2[CH:9]=[CH:10][CH:11]=[N:12][C:5]=2[N:4]=[C:3]1[C:13]1[CH:14]=[N:15][CH:16]=[C:17]([Cl:19])[CH:18]=1.[H-].[Na+].Br[CH2:23][C:24]1[CH:29]=[CH:28][C:27]([Cl:30])=[CH:26][C:25]=1[F:31], predict the reaction product. The product is: [Cl:30][C:27]1[CH:28]=[CH:29][C:24]([CH2:23][NH:1][N:2]2[C:7](=[O:8])[C:6]3[CH:9]=[CH:10][CH:11]=[N:12][C:5]=3[N:4]=[C:3]2[C:13]2[CH:14]=[N:15][CH:16]=[C:17]([Cl:19])[CH:18]=2)=[C:25]([F:31])[CH:26]=1.